From a dataset of Forward reaction prediction with 1.9M reactions from USPTO patents (1976-2016). Predict the product of the given reaction. (1) Given the reactants [C:1]([O:5][C:6]([CH:8]([CH2:13][OH:14])[C:9]([O:11][CH3:12])=[O:10])=[O:7])([CH3:4])([CH3:3])[CH3:2].CCN(C(C)C)C(C)C.[C:24](OC(=O)C)(=[O:26])[CH3:25], predict the reaction product. The product is: [C:24]([O:14][CH2:13][CH:8]([C:6]([O:5][C:1]([CH3:2])([CH3:4])[CH3:3])=[O:7])[C:9]([O:11][CH3:12])=[O:10])(=[O:26])[CH3:25]. (2) Given the reactants [NH:1]1[CH:9]=[C:7]([CH3:8])[C:5](=[O:6])[NH:4][C:2]1=[O:3].C(O[C@@H:14]1[CH2:18][C@H:17]([O:19][CH:20]([P:31]([O:35][CH3:36])([O:33][CH3:34])=[O:32])[C:21]([O:23][CH2:24][C:25]2[CH:30]=[CH:29][CH:28]=[CH:27][CH:26]=2)=[O:22])[CH:16]=[CH:15]1)(=O)C.C([O-])([O-])=O.[Na+].[Na+], predict the reaction product. The product is: [CH3:34][O:33][P:31]([CH:20]([O:19][C@H:17]1[CH2:18][C@@H:14]([N:1]2[CH:9]=[C:7]([CH3:8])[C:5](=[O:6])[NH:4][C:2]2=[O:3])[CH:15]=[CH:16]1)[C:21]([O:23][CH2:24][C:25]1[CH:30]=[CH:29][CH:28]=[CH:27][CH:26]=1)=[O:22])([O:35][CH3:36])=[O:32]. (3) Given the reactants [C:1]([C:3]1[C:4]([C:18]([F:21])([F:20])[F:19])=[C:5]2[C:9](=[CH:10][CH:11]=1)[N:8]([CH:12]([CH3:16])[C:13](O)=[O:14])[C:7]([CH3:17])=[CH:6]2)#[N:2].[F:22][C:23]1[CH:28]=[CH:27][C:26]([C:29](=[NH:32])[NH:30]O)=[CH:25][CH:24]=1.CN(C(ON1N=NC2C=CC=NC1=2)=[N+](C)C)C.F[P-](F)(F)(F)(F)F.CCN(C(C)C)C(C)C.CCN=C=NCCCN(C)C.Cl, predict the reaction product. The product is: [F:22][C:23]1[CH:28]=[CH:27][C:26]([C:29]2[N:32]=[C:13]([CH:12]([N:8]3[C:9]4[C:5](=[C:4]([C:18]([F:21])([F:20])[F:19])[C:3]([C:1]#[N:2])=[CH:11][CH:10]=4)[CH:6]=[C:7]3[CH3:17])[CH3:16])[O:14][N:30]=2)=[CH:25][CH:24]=1. (4) Given the reactants [NH2:1][C:2]1[CH:10]=[CH:9][CH:8]=[C:7]([CH3:11])[C:3]=1[C:4]([OH:6])=[O:5].[C:12](O[C:12]([O:14][C:15]([CH3:18])([CH3:17])[CH3:16])=[O:13])([O:14][C:15]([CH3:18])([CH3:17])[CH3:16])=[O:13].C(N(CC)CC)C, predict the reaction product. The product is: [C:15]([O:14][C:12]([NH:1][C:2]1[CH:10]=[CH:9][CH:8]=[C:7]([CH3:11])[C:3]=1[C:4]([OH:6])=[O:5])=[O:13])([CH3:18])([CH3:17])[CH3:16].